From a dataset of NCI-60 drug combinations with 297,098 pairs across 59 cell lines. Regression. Given two drug SMILES strings and cell line genomic features, predict the synergy score measuring deviation from expected non-interaction effect. (1) Drug 1: CN1C(=O)N2C=NC(=C2N=N1)C(=O)N. Drug 2: CC(C)CN1C=NC2=C1C3=CC=CC=C3N=C2N. Cell line: HCT116. Synergy scores: CSS=9.24, Synergy_ZIP=-0.244, Synergy_Bliss=2.95, Synergy_Loewe=2.92, Synergy_HSA=2.34. (2) Drug 1: CC1=C(C(=CC=C1)Cl)NC(=O)C2=CN=C(S2)NC3=CC(=NC(=N3)C)N4CCN(CC4)CCO. Drug 2: CC1=C(N=C(N=C1N)C(CC(=O)N)NCC(C(=O)N)N)C(=O)NC(C(C2=CN=CN2)OC3C(C(C(C(O3)CO)O)O)OC4C(C(C(C(O4)CO)O)OC(=O)N)O)C(=O)NC(C)C(C(C)C(=O)NC(C(C)O)C(=O)NCCC5=NC(=CS5)C6=NC(=CS6)C(=O)NCCC[S+](C)C)O. Cell line: RXF 393. Synergy scores: CSS=38.0, Synergy_ZIP=-8.99, Synergy_Bliss=0.159, Synergy_Loewe=3.64, Synergy_HSA=4.38. (3) Drug 1: C1=CN(C=N1)CC(O)(P(=O)(O)O)P(=O)(O)O. Drug 2: CN(CC1=CN=C2C(=N1)C(=NC(=N2)N)N)C3=CC=C(C=C3)C(=O)NC(CCC(=O)O)C(=O)O. Cell line: UACC62. Synergy scores: CSS=18.0, Synergy_ZIP=3.51, Synergy_Bliss=3.83, Synergy_Loewe=-36.4, Synergy_HSA=2.41. (4) Drug 1: CC12CCC(CC1=CCC3C2CCC4(C3CC=C4C5=CN=CC=C5)C)O. Drug 2: CC(CN1CC(=O)NC(=O)C1)N2CC(=O)NC(=O)C2. Cell line: HT29. Synergy scores: CSS=48.1, Synergy_ZIP=8.46, Synergy_Bliss=8.49, Synergy_Loewe=9.47, Synergy_HSA=10.0. (5) Drug 1: C1=CC(=C2C(=C1NCCNCCO)C(=O)C3=C(C=CC(=C3C2=O)O)O)NCCNCCO. Drug 2: CC1C(C(CC(O1)OC2CC(CC3=C2C(=C4C(=C3O)C(=O)C5=C(C4=O)C(=CC=C5)OC)O)(C(=O)CO)O)N)O.Cl. Cell line: SF-295. Synergy scores: CSS=48.0, Synergy_ZIP=-5.14, Synergy_Bliss=-9.07, Synergy_Loewe=-5.97, Synergy_HSA=-4.28.